Dataset: Catalyst prediction with 721,799 reactions and 888 catalyst types from USPTO. Task: Predict which catalyst facilitates the given reaction. (1) Reactant: [F:1][C:2]1[CH:3]=[C:4]([CH:8]=[CH:9][CH:10]=1)[C:5]([OH:7])=O.CN(C(ON1N=NC2C=CC=NC1=2)=[N+](C)C)C.F[P-](F)(F)(F)(F)F.CN1CCOCC1.[CH3:42][O:43][C:44]1[C:45]2[N:58]=[C:57]([NH2:59])[S:56][C:46]=2[C:47]([N:50]2[CH2:55][CH2:54][O:53][CH2:52][CH2:51]2)=[N:48][CH:49]=1. Product: [F:1][C:2]1[CH:3]=[C:4]([CH:8]=[CH:9][CH:10]=1)[C:5]([NH:59][C:57]1[S:56][C:46]2[C:47]([N:50]3[CH2:55][CH2:54][O:53][CH2:52][CH2:51]3)=[N:48][CH:49]=[C:44]([O:43][CH3:42])[C:45]=2[N:58]=1)=[O:7]. The catalyst class is: 1. (2) Reactant: [CH2:1]([O:3][C:4]([C:6]1[CH:7]=[C:8]([C:19](O)=[O:20])[CH:9]=[C:10]([C:12]2[CH:17]=[CH:16][C:15]([CH3:18])=[CH:14][CH:13]=2)[CH:11]=1)=[O:5])[CH3:2].Cl.CN(C)CCCN=C=NCC.O.ON1C2C=CC=CC=2N=N1.[OH:45][C@@H:46]1[CH2:50][CH2:49][NH:48][CH2:47]1.C(N(CC)C(C)C)(C)C. Product: [OH:45][C@@H:46]1[CH2:50][CH2:49][N:48]([C:19]([C:8]2[CH:7]=[C:6]([C:4]([O:3][CH2:1][CH3:2])=[O:5])[CH:11]=[C:10]([C:12]3[CH:13]=[CH:14][C:15]([CH3:18])=[CH:16][CH:17]=3)[CH:9]=2)=[O:20])[CH2:47]1. The catalyst class is: 2. (3) Product: [CH:5]1[CH:6]=[CH:7][CH:8]=[C:9]2[C:4]=1[CH:3]=[C:2]1[C:16]3[CH:17]=[CH:12][CH:13]=[CH:14][C:15]=3[N:18]=[C:1]12. The catalyst class is: 14. Reactant: [C:1]1(=O)[C:9]2[C:4](=[CH:5][CH:6]=[CH:7][CH:8]=2)[CH2:3][CH2:2]1.Cl.[C:12]1(C)[CH:17]=[CH:16][C:15]([NH:18]N)=[CH:14][CH:13]=1.Cl.